Predict the product of the given reaction. From a dataset of Forward reaction prediction with 1.9M reactions from USPTO patents (1976-2016). (1) Given the reactants Cl[C:2]1[CH:3]=[C:4]([CH3:8])[CH:5]=[CH:6][CH:7]=1.BrCCBr.[Mg].[CH3:14][Si:15]([CH3:18])([CH3:17])Cl.C([O-])(O)=O.[Na+], predict the reaction product. The product is: [CH3:14][Si:15]([CH3:18])([CH3:17])[C:2]1[CH:3]=[C:4]([CH3:8])[CH:5]=[CH:6][CH:7]=1. (2) Given the reactants CC(C)(C)C([NH:5][C:6]1[CH:11]=[N:10][C:9]([C:12]2([CH3:19])[C:16](=[O:17])[NH:15][C:14](=[O:18])[NH:13]2)=[CH:8][N:7]=1)=O.[OH-].[Na+], predict the reaction product. The product is: [NH2:5][C:6]1[N:7]=[CH:8][C:9]([C:12]2([CH3:19])[NH:13][C:14](=[O:18])[NH:15][C:16]2=[O:17])=[N:10][CH:11]=1. (3) Given the reactants ClCCl.F[C:5](F)(F)[C:6]([OH:8])=O.[C:11]([NH:19][C@@H:20]([CH2:37][C:38]1[N:39]=[CH:40][NH:41][CH:42]=1)[C:21]([NH:23][C@@H:24]([CH2:28][C:29]1[CH:34]=[CH:33][C:32]([O:35][CH3:36])=[CH:31][CH:30]=1)[C:25]([OH:27])=O)=[O:22])(=[O:18])[C:12]1[CH:17]=[CH:16][CH:15]=[CH:14][CH:13]=1.CN(C(ON1N=NC2[CH:54]=[CH:55][CH:56]=[CH:57][C:52]1=2)=[N+](C)C)C.[B-](F)(F)(F)F.C[CH2:66][N:67](C(C)C)[CH:68](C)C.FC(F)(F)C(O)=O.[CH2:81](OC1(C2C=CC=CC=2)CNC1)[CH2:82][CH2:83][CH3:84].C(O)(=O)CC(CC(O)=O)(C(O)=O)O, predict the reaction product. The product is: [CH2:81]([O:8][C:6]1([C:5]2[CH:54]=[CH:55][CH:56]=[CH:57][CH:52]=2)[CH2:68][N:67]([C:25](=[O:27])[C@@H:24]([NH:23][C:21]([C@@H:20]([NH:19][C:11](=[O:18])[C:12]2[CH:17]=[CH:16][CH:15]=[CH:14][CH:13]=2)[CH2:37][C:38]2[N:39]=[CH:40][NH:41][CH:42]=2)=[O:22])[CH2:28][C:29]2[CH:34]=[CH:33][C:32]([O:35][CH3:36])=[CH:31][CH:30]=2)[CH2:66]1)[CH2:82][CH2:83][CH3:84]. (4) Given the reactants [CH3:1][O:2][C:3](=[O:36])[C:4]([C:9]1[CH:10]=[C:11]([C:25]2[CH:30]=[C:29]([F:31])[CH:28]=[CH:27][C:26]=2[O:32][CH2:33][O:34][CH3:35])[C:12]([O:17][CH2:18][C:19]2[CH:24]=[CH:23][CH:22]=[CH:21][CH:20]=2)=[C:13]([CH:15]=O)[CH:14]=1)([CH2:7][OH:8])[CH2:5][OH:6].Cl.[NH2:38][C:39]1[CH:40]=[C:41]([CH:45]=[CH:46][C:47]=1[NH2:48])[C:42]([NH2:44])=[NH:43].C1(=O)C=CC(=O)C=C1, predict the reaction product. The product is: [CH3:1][O:2][C:3](=[O:36])[C:4]([C:9]1[CH:10]=[C:11]([C:25]2[CH:30]=[C:29]([F:31])[CH:28]=[CH:27][C:26]=2[O:32][CH2:33][O:34][CH3:35])[C:12]([O:17][CH2:18][C:19]2[CH:20]=[CH:21][CH:22]=[CH:23][CH:24]=2)=[C:13]([C:15]2[NH:48][C:47]3[CH:46]=[CH:45][C:41]([C:42](=[NH:43])[NH2:44])=[CH:40][C:39]=3[N:38]=2)[CH:14]=1)([CH2:5][OH:6])[CH2:7][OH:8]. (5) Given the reactants [CH3:1][O:2][C:3]1[CH:9]=[CH:8][C:7]([C:10]2[O:14][CH:13]=[N:12][CH:11]=2)=[CH:6][C:4]=1[NH2:5].[CH3:15][N:16]1[C:20]([Cl:21])=[C:19]([CH:22]=O)[C:18]([CH3:24])=[N:17]1, predict the reaction product. The product is: [Cl:21][C:20]1[N:16]([CH3:15])[N:17]=[C:18]([CH3:24])[C:19]=1[CH2:22][NH:5][C:4]1[CH:6]=[C:7]([C:10]2[O:14][CH:13]=[N:12][CH:11]=2)[CH:8]=[CH:9][C:3]=1[O:2][CH3:1]. (6) Given the reactants [H-].[Na+].[OH:3][C:4]1[CH:5]=[N:6][CH:7]=[CH:8][CH:9]=1.[CH3:10][O:11][C:12](=[O:27])[C:13]1[CH:18]=[C:17](F)[C:16]([C:20]([F:23])([F:22])[F:21])=[CH:15][C:14]=1[N+:24]([O-:26])=[O:25].C(OCC)(=O)C.C1CCCCC1, predict the reaction product. The product is: [CH3:10][O:11][C:12](=[O:27])[C:13]1[CH:18]=[C:17]([O:3][C:4]2[CH:5]=[N:6][CH:7]=[CH:8][CH:9]=2)[C:16]([C:20]([F:23])([F:22])[F:21])=[CH:15][C:14]=1[N+:24]([O-:26])=[O:25]. (7) The product is: [NH2:1][C:2]1[O:3][CH2:4][C@@:5]2([N:27]=1)[C@@H:18]1[C@H:13]([CH2:14][CH2:15][C@H:16]([OH:19])[CH2:17]1)[O:12][C:11]1[C:6]2=[CH:7][C:8]([C:20]2[CH:21]=[N:22][CH:23]=[C:24]([Cl:26])[CH:25]=2)=[CH:9][CH:10]=1. Given the reactants [NH2:1][C:2]1[O:3][CH2:4][C:5]2([N:27]=1)[C@@H:18]1[C@H:13]([CH2:14][CH2:15][C@H:16]([OH:19])[CH2:17]1)[O:12][C:11]1[C:6]2=[CH:7][C:8]([C:20]2[CH:21]=[N:22][CH:23]=[C:24]([Cl:26])[CH:25]=2)=[CH:9][CH:10]=1.C(Cl)(Cl)Cl.C(O)=O.O, predict the reaction product. (8) Given the reactants [N+]([C:4]1[CH:11]=[CH:10][CH:9]=[C:6]([C:7]#[N:8])[C:5]=1[C:12]#[N:13])([O-])=O.[NH2:14][C:15]1[CH:16]=[C:17]([OH:21])[CH:18]=[CH:19][CH:20]=1, predict the reaction product. The product is: [NH2:14][C:15]1[CH:16]=[C:17]([CH:18]=[CH:19][CH:20]=1)[O:21][C:11]1[CH:4]=[C:5]([C:12]#[N:13])[C:6](=[CH:9][CH:10]=1)[C:7]#[N:8]. (9) Given the reactants [CH:1]1([CH:7]=[N:8][OH:9])[CH2:6][CH2:5][CH2:4][CH2:3][CH2:2]1.ClN1C(=O)CCC1=O.[NH4+].[Cl-].[CH3:20][C:21]1[NH:25][N:24]=[N:23][N:22]=1.C(N(CC)CC)C, predict the reaction product. The product is: [CH3:20][C:21]1[N:25]([C:7]([CH:1]2[CH2:6][CH2:5][CH2:4][CH2:3][CH2:2]2)=[N:8][OH:9])[N:24]=[N:23][N:22]=1. (10) Given the reactants [NH2:1][CH:2]([CH2:20][C:21]1[CH:26]=[C:25]([F:27])[CH:24]=[C:23]([F:28])[CH:22]=1)[CH:3]([OH:19])[CH2:4][NH:5][C:6]1[C:15]2[C:10](=[CH:11][CH:12]=[C:13]([CH2:16][CH3:17])[CH:14]=2)[O:9][CH2:8][C:7]=1[OH:18].C(N(C(C)C)CC)(C)C.[C:38]([O-])(=[O:40])[CH3:39].[Na+].CN(C(ON1N=NC2C=CC=CC1=2)=[N+](C)C)C.F[P-](F)(F)(F)(F)F, predict the reaction product. The product is: [F:28][C:23]1[CH:22]=[C:21]([CH:26]=[C:25]([F:27])[CH:24]=1)[CH2:20][CH:2]([NH:1][C:38](=[O:40])[CH3:39])[CH:3]([OH:19])[CH2:4][NH:5][C:6]1[C:15]2[C:10](=[CH:11][CH:12]=[C:13]([CH2:16][CH3:17])[CH:14]=2)[O:9][CH2:8][C:7]=1[OH:18].